Task: Predict the reaction yield, written as a fraction of the theoretical maximum amount of product (1.0 means a 100% yield; for example, 0.34 means a 34% yield).. Dataset: Reaction yield outcomes from USPTO patents with 853,638 reactions (1) The reactants are [CH2:1]([O:8][C:9]([NH:11][C@@H:12]([CH2:16][CH2:17][CH2:18][CH2:19][NH:20][C:21]([O:23][C:24]([CH3:27])([CH3:26])[CH3:25])=[O:22])[C:13](O)=[O:14])=[O:10])[C:2]1[CH:7]=[CH:6][CH:5]=[CH:4][CH:3]=1.C(OC(Cl)=O)C(C)C.[BH4-].[Na+].Cl. The catalyst is C1COCC1.O. The product is [C:24]([O:23][C:21](=[O:22])[NH:20][CH2:19][CH2:18][CH2:17][CH2:16][C@H:12]([NH:11][C:9]([O:8][CH2:1][C:2]1[CH:7]=[CH:6][CH:5]=[CH:4][CH:3]=1)=[O:10])[CH2:13][OH:14])([CH3:27])([CH3:25])[CH3:26]. The yield is 0.801. (2) The reactants are [BH4-].[Na+].[CH3:15][C:14]([O:13][C:11](O[C:11]([O:13][C:14]([CH3:17])([CH3:16])[CH3:15])=[O:12])=[O:12])([CH3:17])[CH3:16].[Br:18][C:19]1[CH:20]=[CH:21][C:22]([O:27][CH3:28])=[C:23]([CH:26]=1)[C:24]#[N:25]. The catalyst is CCO.Cl[Ni]Cl. The product is [Br:18][C:19]1[CH:20]=[CH:21][C:22]([O:27][CH3:28])=[C:23]([CH2:24][NH:25][C:11](=[O:12])[O:13][C:14]([CH3:15])([CH3:16])[CH3:17])[CH:26]=1. The yield is 0.270. (3) The reactants are [C:1]([O:6][C:7](=O)[C:8]([CH3:10])=C)(=[O:5])[C:2]([CH3:4])=[CH2:3].[CH2:12]([O:14][P:15]([CH2:20][C:21](=[O:30])[CH2:22][CH2:23][CH2:24][CH2:25]CCCO)(=[O:19])[O:16][CH2:17][CH3:18])[CH3:13].C(N(CC)CC)C. The catalyst is CN(C)C1C=CN=CC=1.C(Cl)Cl. The product is [CH2:17]([O:16][P:15]([CH2:20][C:21](=[O:30])[CH2:22][CH2:23][CH2:24][CH2:25][CH2:10][CH2:8][CH2:7][O:6][C:1](=[O:5])[C:2]([CH3:4])=[CH2:3])(=[O:19])[O:14][CH2:12][CH3:13])[CH3:18]. The yield is 0.850.